Dataset: Reaction yield outcomes from USPTO patents with 853,638 reactions. Task: Predict the reaction yield, written as a fraction of the theoretical maximum amount of product (1.0 means a 100% yield; for example, 0.34 means a 34% yield). (1) The reactants are [F:1][C:2]1[CH:3]=[C:4]([C:8]2[S:12][C:11]([N:13]([CH3:21])[C:14]([NH:16][CH2:17][CH2:18][S:19][CH3:20])=[O:15])=[N:10][N:9]=2)[CH:5]=[N:6][CH:7]=1.[H-].[Na+].I[CH3:25]. The catalyst is CN(C)C=O. The product is [F:1][C:2]1[CH:3]=[C:4]([C:8]2[S:12][C:11]([N:13]([CH3:21])[C:14]([N:16]([CH3:25])[CH2:17][CH2:18][S:19][CH3:20])=[O:15])=[N:10][N:9]=2)[CH:5]=[N:6][CH:7]=1. The yield is 0.200. (2) The reactants are BrC1C=CC(O)=C([C:8]2[CH:17]=[CH:16][C:15]3[C:10](=[CH:11][CH:12]=[C:13]([C:18]4[N:22]([CH:23]5[CH2:28][CH2:27][CH2:26][CH2:25][CH2:24]5)[C:21]5[CH:29]=[CH:30][C:31]([C:33]([OH:35])=[O:34])=[CH:32][C:20]=5[N:19]=4)[CH:14]=3)[N:9]=2)C=1.C(OC(C1C=CC2N(C3CCCCC3)C(C3C=CC(N)=C(C=O)C=3)=NC=2C=1)=O)C.[Cl:66][C:67]1[CH:68]=[C:69]([C:74]2[CH:78]=[C:77](C(=O)C)[O:76][N:75]=2)[CH:70]=[CH:71][C:72]=1[Cl:73].[OH-].[K+]. The catalyst is C(O)C. The product is [CH:23]1([N:22]2[C:21]3[CH:29]=[CH:30][C:31]([C:33]([OH:35])=[O:34])=[CH:32][C:20]=3[N:19]=[C:18]2[C:13]2[CH:14]=[C:15]3[C:10](=[CH:11][CH:12]=2)[N:9]=[C:8]([C:77]2[O:76][N:75]=[C:74]([C:69]4[CH:70]=[CH:71][C:72]([Cl:73])=[C:67]([Cl:66])[CH:68]=4)[CH:78]=2)[CH:17]=[CH:16]3)[CH2:28][CH2:27][CH2:26][CH2:25][CH2:24]1. The yield is 0.150. (3) The reactants are [NH2:1][C:2]1[C:3]([C:20]([NH:22][C:23]2[CH:24]=[N:25][CH:26]=[CH:27][C:28]=2[N:29]2[CH2:34][CH2:33][CH2:32][C@H:31]([NH:35]C(=O)OC(C)(C)C)[CH2:30]2)=[O:21])=[N:4][C:5]([C:8]2[CH:13]=[C:12](/[CH:14]=[CH:15]\[CH:16]([CH3:18])[CH3:17])[CH:11]=[CH:10][C:9]=2[F:19])=[CH:6][CH:7]=1.C(O)(C(F)(F)F)=O.C(Cl)Cl. No catalyst specified. The product is [NH2:1][C:2]1[C:3]([C:20]([NH:22][C:23]2[CH:24]=[N:25][CH:26]=[CH:27][C:28]=2[N:29]2[CH2:34][CH2:33][CH2:32][C@H:31]([NH2:35])[CH2:30]2)=[O:21])=[N:4][C:5]([C:8]2[CH:13]=[C:12]([CH2:14][CH2:15][CH:16]([CH3:17])[CH3:18])[CH:11]=[CH:10][C:9]=2[F:19])=[CH:6][CH:7]=1. The yield is 0.350.